From a dataset of NCI-60 drug combinations with 297,098 pairs across 59 cell lines. Regression. Given two drug SMILES strings and cell line genomic features, predict the synergy score measuring deviation from expected non-interaction effect. (1) Cell line: IGROV1. Drug 2: CC1CCC2CC(C(=CC=CC=CC(CC(C(=O)C(C(C(=CC(C(=O)CC(OC(=O)C3CCCCN3C(=O)C(=O)C1(O2)O)C(C)CC4CCC(C(C4)OC)OCCO)C)C)O)OC)C)C)C)OC. Drug 1: C1CCC(CC1)NC(=O)N(CCCl)N=O. Synergy scores: CSS=26.8, Synergy_ZIP=-12.6, Synergy_Bliss=-10.6, Synergy_Loewe=-5.97, Synergy_HSA=-3.85. (2) Drug 1: C1CCC(CC1)NC(=O)N(CCCl)N=O. Drug 2: CC1C(C(=O)NC(C(=O)N2CCCC2C(=O)N(CC(=O)N(C(C(=O)O1)C(C)C)C)C)C(C)C)NC(=O)C3=C4C(=C(C=C3)C)OC5=C(C(=O)C(=C(C5=N4)C(=O)NC6C(OC(=O)C(N(C(=O)CN(C(=O)C7CCCN7C(=O)C(NC6=O)C(C)C)C)C)C(C)C)C)N)C. Cell line: MCF7. Synergy scores: CSS=9.71, Synergy_ZIP=-4.13, Synergy_Bliss=2.32, Synergy_Loewe=0.964, Synergy_HSA=0.812. (3) Drug 1: CCN(CC)CCNC(=O)C1=C(NC(=C1C)C=C2C3=C(C=CC(=C3)F)NC2=O)C. Drug 2: CC12CCC3C(C1CCC2OP(=O)(O)O)CCC4=C3C=CC(=C4)OC(=O)N(CCCl)CCCl.[Na+]. Cell line: SK-MEL-5. Synergy scores: CSS=9.43, Synergy_ZIP=-0.785, Synergy_Bliss=-4.99, Synergy_Loewe=2.33, Synergy_HSA=-3.51. (4) Drug 1: CC=C1C(=O)NC(C(=O)OC2CC(=O)NC(C(=O)NC(CSSCCC=C2)C(=O)N1)C(C)C)C(C)C. Drug 2: B(C(CC(C)C)NC(=O)C(CC1=CC=CC=C1)NC(=O)C2=NC=CN=C2)(O)O. Cell line: SN12C. Synergy scores: CSS=56.2, Synergy_ZIP=5.21, Synergy_Bliss=3.97, Synergy_Loewe=-9.59, Synergy_HSA=3.70.